From a dataset of Forward reaction prediction with 1.9M reactions from USPTO patents (1976-2016). Predict the product of the given reaction. (1) Given the reactants [SH:1][CH2:2][CH2:3][OH:4].C(=O)([O-])[O-].[K+].[K+].CN(C)C=O.[C:16]([N:19]1[CH2:23][CH2:22][CH2:21][CH:20]1[C:24]1[C:25]([O:39][C:40]2[CH:41]=[N:42][C:43](Cl)=[CH:44][CH:45]=2)=[CH:26][C:27]2[N:31]=[C:30]([C:32]3[CH:37]=[CH:36][CH:35]=[CH:34][N:33]=3)[NH:29][C:28]=2[CH:38]=1)(=[O:18])[CH3:17], predict the reaction product. The product is: [C:16]([N:19]1[CH2:23][CH2:22][CH2:21][CH:20]1[C:24]1[C:25]([O:39][C:40]2[CH:45]=[CH:44][C:43]([S:1][CH2:2][CH2:3][OH:4])=[N:42][CH:41]=2)=[CH:26][C:27]2[N:31]=[C:30]([C:32]3[CH:37]=[CH:36][CH:35]=[CH:34][N:33]=3)[NH:29][C:28]=2[CH:38]=1)(=[O:18])[CH3:17]. (2) Given the reactants C(Cl)(=O)C(Cl)=O.[CH3:7][C:8]1[CH:9]=[C:10]([CH:14]=[CH:15][C:16]=1[C:17]1[C:21]([CH3:22])=[CH:20][S:19][CH:18]=1)[C:11]([OH:13])=O.O[N:24]=[C:25]([C:27]1[CH:32]=[CH:31][CH:30]=[CH:29][C:28]=1[O:33][C:34]([F:37])([F:36])[F:35])[NH2:26].CCN(C(C)C)C(C)C, predict the reaction product. The product is: [CH3:7][C:8]1[CH:9]=[C:10]([C:11]2[O:13][N:26]=[C:25]([C:27]3[CH:32]=[CH:31][CH:30]=[CH:29][C:28]=3[O:33][C:34]([F:35])([F:36])[F:37])[N:24]=2)[CH:14]=[CH:15][C:16]=1[C:17]1[C:21]([CH3:22])=[CH:20][S:19][CH:18]=1. (3) Given the reactants [CH2:1]([C@H:8]1[CH2:12][S:11][C:10](=[O:13])[N:9]1[C:14](=[O:28])[CH2:15][CH2:16][N:17]1[C:22](=[O:23])[C:21]2[CH:24]=[CH:25][CH:26]=[CH:27][C:20]=2[N:19]=[N:18]1)[C:2]1[CH:7]=[CH:6][CH:5]=[CH:4][CH:3]=1.C1C[C@H]2N(C[C@H]3[C@@H]4CCCCN4C[C@@H]2C3)CC1.[F:46][C:47]1[CH:48]=[C:49]([C:54]2[CH:59]=[CH:58][C:57]([CH2:60][CH2:61][CH:62]=[O:63])=[CH:56][CH:55]=2)[CH:50]=[C:51]([F:53])[CH:52]=1, predict the reaction product. The product is: [CH2:1]([C@H:8]1[CH2:12][S:11][C:10](=[O:13])[N:9]1[C:14]([C@@H:15]([C@@H:62]([OH:63])[CH2:61][CH2:60][C:57]1[CH:58]=[CH:59][C:54]([C:49]2[CH:48]=[C:47]([F:46])[CH:52]=[C:51]([F:53])[CH:50]=2)=[CH:55][CH:56]=1)[CH2:16][N:17]1[C:22](=[O:23])[C:21]2[CH:24]=[CH:25][CH:26]=[CH:27][C:20]=2[N:19]=[N:18]1)=[O:28])[C:2]1[CH:7]=[CH:6][CH:5]=[CH:4][CH:3]=1.